Dataset: Catalyst prediction with 721,799 reactions and 888 catalyst types from USPTO. Task: Predict which catalyst facilitates the given reaction. (1) Reactant: C[O:2][C:3]([C:5]1[N:6]([CH:10]2[C:19]3[C:14](=[CH:15][CH:16]=[CH:17][CH:18]=3)[C:13](=[O:20])[NH:12][C:11]2([CH3:22])[CH3:21])[CH:7]=[N:8][CH:9]=1)=O.[H-].[Al+3].[Li+].[H-].[H-].[H-]. Product: [OH:2][CH2:3][C:5]1[N:6]([CH:10]2[C:19]3[C:14](=[CH:15][CH:16]=[CH:17][CH:18]=3)[C:13](=[O:20])[NH:12][C:11]2([CH3:22])[CH3:21])[CH:7]=[N:8][CH:9]=1. The catalyst class is: 1. (2) Reactant: [CH2:1]1[C:9]2[C:4](=[CH:5][C:6]([O:10][C:11]3[CH:12]=[C:13]([CH:16]=[CH:17][CH:18]=3)[C:14]#[N:15])=[CH:7][CH:8]=2)[CH2:3][CH2:2]1.C1COCC1.[H-].[Al+3].[Li+].[H-].[H-].[H-].[OH-].[Na+]. Product: [CH2:1]1[C:9]2[C:4](=[CH:5][C:6]([O:10][C:11]3[CH:12]=[C:13]([CH:16]=[CH:17][CH:18]=3)[CH2:14][NH2:15])=[CH:7][CH:8]=2)[CH2:3][CH2:2]1. The catalyst class is: 97.